Dataset: Forward reaction prediction with 1.9M reactions from USPTO patents (1976-2016). Task: Predict the product of the given reaction. (1) Given the reactants [Cl:1][C:2]1[N:3]=[C:4](Cl)[C:5]2[CH:10]=[CH:9][N:8]([S:11]([C:14]3[CH:20]=[CH:19][C:17]([CH3:18])=[CH:16][CH:15]=3)(=[O:13])=[O:12])[C:6]=2[N:7]=1.[N+:22]([C:25]1[CH:26]=[C:27]([CH:37]=[CH:38][CH:39]=1)[CH2:28][NH:29][C:30](=[O:36])[O:31][C:32]([CH3:35])([CH3:34])[CH3:33])([O-])=O.O.CCOC(C)=O, predict the reaction product. The product is: [Cl:1][C:2]1[N:3]=[C:4]([NH:22][C:25]2[CH:26]=[C:27]([CH:37]=[CH:38][CH:39]=2)[CH2:28][NH:29][C:30](=[O:36])[O:31][C:32]([CH3:35])([CH3:34])[CH3:33])[C:5]2[CH:10]=[CH:9][N:8]([S:11]([C:14]3[CH:20]=[CH:19][C:17]([CH3:18])=[CH:16][CH:15]=3)(=[O:13])=[O:12])[C:6]=2[N:7]=1. (2) Given the reactants [CH3:1][C:2]1[CH:7]=[C:6]([CH3:8])[CH:5]=[C:4]([CH3:9])[C:3]=1[S:10]([O:13][C:14]1[C:19]([CH2:20][C:21]2[CH:26]=[CH:25][C:24]([CH2:27]Cl)=[CH:23][C:22]=2[O:29][CH3:30])=[C:18]([CH3:31])[N:17]=[C:16]([NH2:32])[N:15]=1)(=[O:12])=[O:11].[NH:33]1[CH2:37][CH2:36][CH2:35][C@@H:34]1[C:38]([O:40][C:41]([CH3:44])([CH3:43])[CH3:42])=[O:39], predict the reaction product. The product is: [NH2:32][C:16]1[N:15]=[C:14]([O:13][S:10]([C:3]2[C:4]([CH3:9])=[CH:5][C:6]([CH3:8])=[CH:7][C:2]=2[CH3:1])(=[O:11])=[O:12])[C:19]([CH2:20][C:21]2[CH:26]=[CH:25][C:24]([CH2:27][N:33]3[CH2:37][CH2:36][CH2:35][C@@H:34]3[C:38]([O:40][C:41]([CH3:44])([CH3:43])[CH3:42])=[O:39])=[CH:23][C:22]=2[O:29][CH3:30])=[C:18]([CH3:31])[N:17]=1. (3) Given the reactants Cl[C:2]1[N:7]=[C:6]([O:8][CH3:9])[N:5]=[C:4]([NH:10][C:11]2[CH:16]=[CH:15][C:14]([N:17]3[CH:21]=[C:20]([CH3:22])[N:19]=[CH:18]3)=[C:13]([O:23][CH3:24])[CH:12]=2)[N:3]=1.[OH:25][C:26]1[C:27]([CH3:32])=[N:28][CH:29]=[CH:30][CH:31]=1, predict the reaction product. The product is: [CH3:24][O:23][C:13]1[CH:12]=[C:11]([NH:10][C:4]2[N:5]=[C:6]([O:8][CH3:9])[N:7]=[C:2]([O:25][C:26]3[C:27]([CH3:32])=[N:28][CH:29]=[CH:30][CH:31]=3)[N:3]=2)[CH:16]=[CH:15][C:14]=1[N:17]1[CH:21]=[C:20]([CH3:22])[N:19]=[CH:18]1. (4) Given the reactants [CH2:1]([O:3][C:4]1[N:5]=[N+:6]([O-])[C:7]([CH3:13])=[CH:8][C:9]=1[O:10][CH2:11][CH3:12])[CH3:2].FC(F)(F)C(OC(=O)C(F)(F)F)=[O:18], predict the reaction product. The product is: [CH2:11]([O:10][C:9]1[CH:8]=[C:7]([CH2:13][OH:18])[N:6]=[N:5][C:4]=1[O:3][CH2:1][CH3:2])[CH3:12]. (5) Given the reactants [OH:1][C:2](=[CH:6][C:7]1[CH:12]=[CH:11][C:10]([N+:13]([O-:15])=[O:14])=[CH:9][CH:8]=1)[C:3]([OH:5])=O.[C:16]([O-])([O-])=O.[Cs+].[Cs+].S(OCC)(O[CH2:26][CH3:27])(=O)=O.O.CN([CH:35]=[O:36])C, predict the reaction product. The product is: [CH2:26]([O:1][C:2](=[CH:6][C:7]1[CH:12]=[CH:11][C:10]([N+:13]([O-:15])=[O:14])=[CH:9][CH:8]=1)[C:3]([O:36][CH2:35][CH3:16])=[O:5])[CH3:27]. (6) Given the reactants [C:1]([O:5][C:6]([NH:8][CH:9]([C:15]1[CH:23]=[CH:22][C:18]([C:19](O)=[O:20])=[CH:17][CH:16]=1)[C:10]([O:12][CH2:13][CH3:14])=[O:11])=[O:7])([CH3:4])([CH3:3])[CH3:2].[NH2:24][C:25]1[CH:30]=[C:29]([C:31]2[S:32][CH:33]=[CH:34][CH:35]=2)[CH:28]=[CH:27][C:26]=1[NH:36][C:37](=[O:43])[O:38][C:39]([CH3:42])([CH3:41])[CH3:40].F[P-](F)(F)(F)(F)F.N1(O[P+](N(C)C)(N(C)C)N(C)C)C2C=CC=CC=2N=N1.CCN(C(C)C)C(C)C.C([O-])(O)=O.[Na+], predict the reaction product. The product is: [C:1]([O:5][C:6]([NH:8][CH:9]([C:15]1[CH:16]=[CH:17][C:18]([C:19]([NH:24][C:25]2[CH:30]=[C:29]([C:31]3[S:32][CH:33]=[CH:34][CH:35]=3)[CH:28]=[CH:27][C:26]=2[NH:36][C:37]([O:38][C:39]([CH3:42])([CH3:41])[CH3:40])=[O:43])=[O:20])=[CH:22][CH:23]=1)[C:10]([O:12][CH2:13][CH3:14])=[O:11])=[O:7])([CH3:4])([CH3:3])[CH3:2]. (7) Given the reactants [CH3:1][O:2][C:3]1[CH:8]=[CH:7][CH:6]=[C:5]([NH2:9])[CH:4]=1.[C:10]([CH2:18][C:19](OCC)=[O:20])(=O)[C:11]1[CH:16]=[CH:15][CH:14]=[CH:13][CH:12]=1.Cl, predict the reaction product. The product is: [OH:20][C:19]1[C:6]2[C:5](=[CH:4][C:3]([O:2][CH3:1])=[CH:8][CH:7]=2)[N:9]=[C:10]([C:11]2[CH:16]=[CH:15][CH:14]=[CH:13][CH:12]=2)[CH:18]=1. (8) Given the reactants CC1C=CC(S(O[C:12]2[CH:21]=[CH:20][C:19]3[C:18](=[O:22])[CH2:17][CH2:16][CH2:15][C:14]=3[CH:13]=2)(=O)=O)=CC=1.[CH3:23][C:24]1[CH:29]=[C:28](B2OC(C)(C)C(C)(C)O2)[CH:27]=[CH:26][N:25]=1.C([O-])([O-])=O.[Na+].[Na+].[Li]Cl.O, predict the reaction product. The product is: [CH3:23][C:24]1[CH:29]=[C:28]([C:12]2[CH:13]=[C:14]3[C:19](=[CH:20][CH:21]=2)[C:18](=[O:22])[CH2:17][CH2:16][CH2:15]3)[CH:27]=[CH:26][N:25]=1. (9) Given the reactants [F:1][C:2]1[CH:7]=[CH:6][C:5]([N:8]2[CH2:13][CH2:12][NH:11][CH2:10][CH2:9]2)=[CH:4][CH:3]=1.[O:14]=[C:15]1[N:21]([CH:22]2[CH2:27][CH2:26][N:25]([C:28]([O:30][C@@H:31]([C:44](O)=[O:45])[CH2:32][C:33]3[CH:42]=[C:41]([CH3:43])[C:36]4[NH:37][C:38](=[O:40])[O:39][C:35]=4[CH:34]=3)=[O:29])[CH2:24][CH2:23]2)[CH2:20][CH2:19][C:18]2[CH:47]=[CH:48][CH:49]=[CH:50][C:17]=2[NH:16]1.CN(C(ON1N=NC2C=CC=CC1=2)=[N+](C)C)C.[B-](F)(F)(F)F.C(N(CC)CC)C, predict the reaction product. The product is: [O:14]=[C:15]1[N:21]([CH:22]2[CH2:23][CH2:24][N:25]([C:28]([O:30][C@H:31]([CH2:32][C:33]3[CH:42]=[C:41]([CH3:43])[C:36]4[NH:37][C:38](=[O:40])[O:39][C:35]=4[CH:34]=3)[C:44]([N:11]3[CH2:12][CH2:13][N:8]([C:5]4[CH:4]=[CH:3][C:2]([F:1])=[CH:7][CH:6]=4)[CH2:9][CH2:10]3)=[O:45])=[O:29])[CH2:26][CH2:27]2)[CH2:20][CH2:19][C:18]2[CH:47]=[CH:48][CH:49]=[CH:50][C:17]=2[NH:16]1. (10) Given the reactants [N-]=C=O.[C:4]1([CH3:17])[CH:9]=[CH:8][C:7]([S:10]([NH:13][C:14]([NH2:16])=[O:15])(=[O:12])=[O:11])=[CH:6][CH:5]=1.Cl.N[C:20]1[S:21][C:22]([Br:25])=[CH:23][N:24]=1.C(N(CC)CC)C, predict the reaction product. The product is: [Br:25][C:22]1[S:21][C:20]([NH:16][C:14]([NH:13][S:10]([C:7]2[CH:6]=[CH:5][C:4]([CH3:17])=[CH:9][CH:8]=2)(=[O:11])=[O:12])=[O:15])=[N:24][CH:23]=1.